This data is from Forward reaction prediction with 1.9M reactions from USPTO patents (1976-2016). The task is: Predict the product of the given reaction. (1) Given the reactants [N:1]1([CH:7]2[CH2:12][CH2:11][C:10](=[O:13])[CH2:9][CH2:8]2)[CH2:6][CH2:5][O:4][CH2:3][CH2:2]1.[Li+].C[Si]([N-][Si](C)(C)C)(C)C.C1C=CC(N([S:31]([C:34]([F:37])([F:36])[F:35])(=[O:33])=[O:32])[S:31]([C:34]([F:37])([F:36])[F:35])(=[O:33])=[O:32])=CC=1, predict the reaction product. The product is: [F:35][C:34]([F:37])([F:36])[S:31]([O:13][C:10]1[CH2:9][CH2:8][CH:7]([N:1]2[CH2:2][CH2:3][O:4][CH2:5][CH2:6]2)[CH2:12][CH:11]=1)(=[O:33])=[O:32]. (2) Given the reactants [O:1]1[C:3]2([CH2:7][CH2:6][CH2:5][CH2:4]2)[CH2:2]1.[NH2:8][C:9]1[CH:10]=[C:11]([CH2:15][CH2:16][CH2:17][N:18]2[C:26](=[O:27])[C:25]3[C:20](=[CH:21][CH:22]=[CH:23][CH:24]=3)[C:19]2=[O:28])[CH:12]=[CH:13][CH:14]=1, predict the reaction product. The product is: [OH:1][C:3]1([CH2:2][NH:8][C:9]2[CH:10]=[C:11]([CH2:15][CH2:16][CH2:17][N:18]3[C:26](=[O:27])[C:25]4[C:20](=[CH:21][CH:22]=[CH:23][CH:24]=4)[C:19]3=[O:28])[CH:12]=[CH:13][CH:14]=2)[CH2:7][CH2:6][CH2:5][CH2:4]1. (3) Given the reactants [CH3:1][C:2]1[O:6][N:5]=[C:4]([C:7]2[CH:12]=[CH:11][CH:10]=[CH:9][CH:8]=2)[C:3]=1[C:13]([NH:15][NH2:16])=[O:14].[C:17]([O:28][CH3:29])(=[O:27])[C:18]1[CH:26]=[CH:25][C:21]([C:22]([O-])=O)=[CH:20][CH:19]=1, predict the reaction product. The product is: [CH3:29][O:28][C:17](=[O:27])[C:18]1[CH:26]=[CH:25][C:21]([C:22]2[O:14][C:13]([C:3]3[C:4]([C:7]4[CH:12]=[CH:11][CH:10]=[CH:9][CH:8]=4)=[N:5][O:6][C:2]=3[CH3:1])=[N:15][N:16]=2)=[CH:20][CH:19]=1. (4) Given the reactants Cl.[CH3:2][O:3][C:4]1[CH:5]=[C:6]([CH:11]=[CH:12][C:13]=1[C:14]1[O:18][C:17]([CH3:19])=[N:16][CH:15]=1)[C:7]([NH:9][NH2:10])=[O:8].[Cl:20][CH2:21][CH2:22][CH2:23][CH:24]([C:28]1[CH:33]=[CH:32][C:31]([F:34])=[CH:30][CH:29]=1)[C:25](O)=[O:26].CCN=C=NCCCN(C)C.C1C=CC2N(O)N=NC=2C=1.C(N(CC)CC)C, predict the reaction product. The product is: [Cl:20][CH2:21][CH2:22][CH2:23][CH:24]([C:28]1[CH:33]=[CH:32][C:31]([F:34])=[CH:30][CH:29]=1)[C:25]([NH:10][NH:9][C:7](=[O:8])[C:6]1[CH:11]=[CH:12][C:13]([C:14]2[O:18][C:17]([CH3:19])=[N:16][CH:15]=2)=[C:4]([O:3][CH3:2])[CH:5]=1)=[O:26]. (5) Given the reactants Cl.[C:2]([C:4]1[C:5]([NH:37][CH2:38][CH2:39][O:40][CH3:41])=[CH:6][C:7]([NH:10][C:11]([N:13]2[C:22]3[C:17](=[CH:18][C:19]([CH2:28][N:29]4[CH2:34][CH2:33][N:32]([CH3:35])[CH2:31][C:30]4=[O:36])=[C:20]([CH:23](OC)[O:24]C)[N:21]=3)[CH2:16][CH2:15][CH2:14]2)=[O:12])=[N:8][CH:9]=1)#[N:3].C([O-])(O)=O.[Na+].CCOC(C)=O, predict the reaction product. The product is: [C:2]([C:4]1[C:5]([NH:37][CH2:38][CH2:39][O:40][CH3:41])=[CH:6][C:7]([NH:10][C:11]([N:13]2[C:22]3[C:17](=[CH:18][C:19]([CH2:28][N:29]4[CH2:34][CH2:33][N:32]([CH3:35])[CH2:31][C:30]4=[O:36])=[C:20]([CH:23]=[O:24])[N:21]=3)[CH2:16][CH2:15][CH2:14]2)=[O:12])=[N:8][CH:9]=1)#[N:3]. (6) Given the reactants [C:1]([C:4]1[C:22](=[O:23])[C@@:8]2([CH3:24])[C:9]3[C:15]([OH:16])=[CH:14][C:13]([O:17][CH3:18])=[C:12]([C:19]([NH2:21])=[O:20])[C:10]=3[O:11][C:7]2=[CH:6][C:5]=1[OH:25])(=[O:3])[CH3:2].[Cl:26][C:27]1[CH:32]=[C:31]([Cl:33])[CH:30]=[CH:29][C:28]=1[S:34]([NH:37][C:38]1[CH:45]=[C:44]([CH3:46])[C:41]([CH:42]=O)=[C:40]([CH3:47])[CH:39]=1)(=[O:36])=[O:35].C([SiH](CC)CC)C.FC(F)(F)C(O)=O, predict the reaction product. The product is: [C:1]([C:4]1[C:22](=[O:23])[C@@:8]2([CH3:24])[C:9]3[C:15]([OH:16])=[CH:14][C:13]([O:17][CH3:18])=[C:12]([C:19]([NH:21][CH2:42][C:41]4[C:44]([CH3:46])=[CH:45][C:38]([NH:37][S:34]([C:28]5[CH:29]=[CH:30][C:31]([Cl:33])=[CH:32][C:27]=5[Cl:26])(=[O:36])=[O:35])=[CH:39][C:40]=4[CH3:47])=[O:20])[C:10]=3[O:11][C:7]2=[CH:6][C:5]=1[OH:25])(=[O:3])[CH3:2]. (7) Given the reactants [NH2:1][C:2]1[C:19]([N+:20]([O-:22])=[O:21])=[CH:18][C:5]([C:6]([NH:8][C:9]2[CH:17]=[CH:16][C:12]3[N:13]=[CH:14][S:15][C:11]=3[CH:10]=2)=[O:7])=[C:4](Cl)[CH:3]=1.[NH:24]1[CH2:29][CH2:28][NH:27][CH2:26][CH2:25]1, predict the reaction product. The product is: [NH2:1][C:2]1[C:19]([N+:20]([O-:22])=[O:21])=[CH:18][C:5]([C:6]([NH:8][C:9]2[CH:17]=[CH:16][C:12]3[N:13]=[CH:14][S:15][C:11]=3[CH:10]=2)=[O:7])=[C:4]([N:24]2[CH2:29][CH2:28][NH:27][CH2:26][CH2:25]2)[CH:3]=1.